Dataset: Reaction yield outcomes from USPTO patents with 853,638 reactions. Task: Predict the reaction yield, written as a fraction of the theoretical maximum amount of product (1.0 means a 100% yield; for example, 0.34 means a 34% yield). (1) The reactants are [OH:1][C:2]1[CH:7]=[CH:6][C:5]([CH2:8][CH2:9][C:10]([O:12][CH3:13])=[O:11])=[CH:4][CH:3]=1.[H-].[Na+].[Br:16][C:17]1[CH:18]=[C:19]([CH:22]=[CH:23][CH:24]=1)[CH2:20]Br. The catalyst is CN(C)C=O.C(OCC)(=O)C. The product is [Br:16][C:17]1[CH:18]=[C:19]([CH:22]=[CH:23][CH:24]=1)[CH2:20][O:1][C:2]1[CH:3]=[CH:4][C:5]([CH2:8][CH2:9][C:10]([O:12][CH3:13])=[O:11])=[CH:6][CH:7]=1. The yield is 0.720. (2) The reactants are [CH3:1][C:2]1[CH:7]=[CH:6][CH:5]=[CH:4][C:3]=1[C:8]1[N:12]([S:13]([C:16]2[CH:21]=[CH:20][C:19]([CH3:22])=[CH:18][CH:17]=2)(=[O:15])=[O:14])[CH:11]=[C:10]([CH:23]=O)[CH:9]=1.[Cl-:25].C[NH3+].[C:28]([BH3-])#[N:29].[Na+]. No catalyst specified. The product is [ClH:25].[CH3:28][NH:29][CH2:23][C:10]1[CH:9]=[C:8]([C:3]2[CH:4]=[CH:5][CH:6]=[CH:7][C:2]=2[CH3:1])[N:12]([S:13]([C:16]2[CH:17]=[CH:18][C:19]([CH3:22])=[CH:20][CH:21]=2)(=[O:14])=[O:15])[CH:11]=1. The yield is 0.800. (3) The reactants are Cl[C:2]1[C:11]2[C:6](=[CH:7][C:8]([CH3:14])=[C:9]([O:12][CH3:13])[CH:10]=2)[N:5]=[CH:4][N:3]=1.C(N(CC)CC)C. The catalyst is CN(C)C=O.[OH-].[Pd+2].[OH-]. The product is [CH3:13][O:12][C:9]1[CH:10]=[C:11]2[C:6](=[CH:7][C:8]=1[CH3:14])[N:5]=[CH:4][N:3]=[CH:2]2. The yield is 0.930. (4) The reactants are Cl[C:2]1[C:3]2[N:4]([C:13]([CH2:16][C:17]3[S:18][CH:19]=[CH:20][CH:21]=3)=[N:14][N:15]=2)[C:5]2[C:10]([N:11]=1)=[CH:9][CH:8]=[C:7]([Cl:12])[CH:6]=2.[CH3:22][N:23]1[CH2:28][CH2:27][NH:26][CH2:25][CH2:24]1.C1COCC1. The catalyst is CO.ClCCl. The product is [Cl:12][C:7]1[CH:6]=[C:5]2[C:10]([N:11]=[C:2]([N:26]3[CH2:27][CH2:28][N:23]([CH3:22])[CH2:24][CH2:25]3)[C:3]3[N:4]2[C:13]([CH2:16][C:17]2[S:18][CH:19]=[CH:20][CH:21]=2)=[N:14][N:15]=3)=[CH:9][CH:8]=1. The yield is 0.850. (5) The reactants are C(#N)C.[Cl:4][C:5]1[C:6]([N:11]2[CH:15]([C:16]([O:18][CH2:19][CH3:20])=[O:17])[CH2:14][C:13](=O)[NH:12]2)=[N:7][CH:8]=[CH:9][CH:10]=1.P(Br)(Br)([Br:24])=O.C(=O)([O-])[O-].[Na+].[Na+]. The catalyst is ClCCl.O. The product is [Br:24][C:13]1[CH2:14][CH:15]([C:16]([O:18][CH2:19][CH3:20])=[O:17])[N:11]([C:6]2[C:5]([Cl:4])=[CH:10][CH:9]=[CH:8][N:7]=2)[N:12]=1. The yield is 0.970. (6) The reactants are [OH2:1].[C:2]1([CH3:12])[CH:7]=[CH:6][C:5]([S:8]([OH:11])(=[O:10])=[O:9])=[CH:4][CH:3]=1.[S:13](Cl)(Cl)=[O:14]. The catalyst is CC1CCCCC1. The product is [C:2]1([CH3:12])[CH:3]=[CH:4][C:5]([S:8]([O:11][S:13]([C:5]2[CH:6]=[CH:7][C:2]([CH3:12])=[CH:3][CH:4]=2)(=[O:14])=[O:1])(=[O:9])=[O:10])=[CH:6][CH:7]=1. The yield is 0.520. (7) The reactants are Br[CH2:2][CH2:3][CH:4]1[O:8][CH2:7][CH2:6][O:5]1.[Cl:9][C:10]1[CH:29]=[CH:28][C:13]([NH:14][C:15]2[C:24]3[C:19](=[CH:20][C:21]([OH:27])=[C:22]([O:25][CH3:26])[CH:23]=3)[N:18]=[CH:17][N:16]=2)=[C:12]([F:30])[CH:11]=1.C(=O)([O-])[O-].[K+].[K+]. The catalyst is CN(C=O)C. The product is [Cl:9][C:10]1[CH:29]=[CH:28][C:13]([NH:14][C:15]2[C:24]3[C:19](=[CH:20][C:21]([O:27][CH2:2][CH2:3][CH:4]4[O:8][CH2:7][CH2:6][O:5]4)=[C:22]([O:25][CH3:26])[CH:23]=3)[N:18]=[CH:17][N:16]=2)=[C:12]([F:30])[CH:11]=1. The yield is 0.170. (8) The reactants are [C:1]([O:5][C:6]([NH:8][C:9]1([CH3:17])[C:13]2([CH2:15][CH2:14]2)[C:12](=[O:16])[NH:11][CH2:10]1)=[O:7])([CH3:4])([CH3:3])[CH3:2].[H-].[Na+].[CH2:20](Br)[C:21]1[CH:26]=[CH:25][CH:24]=[CH:23][CH:22]=1.CCCCCC. The catalyst is CN(C)C=O.C(OCC)(=O)C. The product is [CH2:20]([N:11]1[CH2:10][C:9]([NH:8][C:6]([O:5][C:1]([CH3:4])([CH3:2])[CH3:3])=[O:7])([CH3:17])[C:13]2([CH2:14][CH2:15]2)[C:12]1=[O:16])[C:21]1[CH:26]=[CH:25][CH:24]=[CH:23][CH:22]=1. The yield is 0.892.